This data is from Catalyst prediction with 721,799 reactions and 888 catalyst types from USPTO. The task is: Predict which catalyst facilitates the given reaction. (1) Product: [C:26]([C:28]1[CH:29]=[C:30]([C:34]2[NH:15][CH:9]([CH2:10][O:11][CH2:12][O:13][CH3:14])[C:8]([C:17]3[CH:18]=[CH:19][C:20]([F:23])=[CH:21][CH:22]=3)([C:5]3[CH:4]=[CH:3][C:2]([F:1])=[CH:7][CH:6]=3)[N:16]=2)[CH:31]=[CH:32][CH:33]=1)#[N:27]. Reactant: [F:1][C:2]1[CH:7]=[CH:6][C:5]([C:8]([C:17]2[CH:22]=[CH:21][C:20]([F:23])=[CH:19][CH:18]=2)([NH2:16])[CH:9]([NH2:15])[CH2:10][O:11][CH2:12][O:13][CH3:14])=[CH:4][CH:3]=1.CO[C:26]([C:28]1[CH:33]=[CH:32][CH:31]=[C:30]([C:34]#N)[CH:29]=1)=[NH:27].C(OCC)(=O)C. The catalyst class is: 5. (2) Reactant: [CH3:1][C:2]1([CH3:25])[S:8][C:7]2[CH:9]=[CH:10][CH:11]=[CH:12][C:6]=2[NH:5][C:4](=[O:13])[CH:3]1[NH:14]C(=O)OCC1C=CC=CC=1.Br.CC(O)=O. Product: [NH2:14][CH:3]1[C:2]([CH3:1])([CH3:25])[S:8][C:7]2[CH:9]=[CH:10][CH:11]=[CH:12][C:6]=2[NH:5][C:4]1=[O:13]. The catalyst class is: 28. (3) Reactant: [Cl:1][C:2]1[C:3](F)=[C:4]([C:7]([O:10][CH3:11])=[CH:8][CH:9]=1)[CH:5]=O.C(=O)([O-])[O-].[K+].[K+].Cl.CON.O.[NH2:24][NH2:25]. Product: [Cl:1][C:2]1[CH:9]=[CH:8][C:7]([O:10][CH3:11])=[C:4]2[C:3]=1[NH:25][N:24]=[CH:5]2. The catalyst class is: 57. (4) Reactant: [F:1][C:2]1[CH:3]=[C:4]([N:14]2[CH2:18][C@H:17]([CH2:19][NH:20][C:21]([NH2:23])=[S:22])[O:16][C:15]2=[O:24])[CH:5]=[CH:6][C:7]=1[N:8]1[CH2:13][CH2:12][NH:11][CH2:10][CH2:9]1.Cl[C:26]1[N:35]=[C:34]2[C:29]([C:30](=[O:42])[C:31]([C:39]([OH:41])=[O:40])=[CH:32][N:33]2[CH:36]2[CH2:38][CH2:37]2)=[CH:28][C:27]=1[F:43].C[Si](C)(C)Cl.C(N(CC)CC)C. Product: [CH:36]1([N:33]2[C:34]3[C:29](=[CH:28][C:27]([F:43])=[CH:26][N:35]=3)[C:30](=[O:42])[C:31]([C:39]([OH:41])=[O:40])=[C:32]2[N:11]2[CH2:12][CH2:13][N:8]([C:7]3[CH:6]=[CH:5][C:4]([N:14]4[CH2:18][C@H:17]([CH2:19][NH:20][C:21]([NH2:23])=[S:22])[O:16][C:15]4=[O:24])=[CH:3][C:2]=3[F:1])[CH2:9][CH2:10]2)[CH2:37][CH2:38]1. The catalyst class is: 47. (5) Reactant: Br.[Cl:2][C:3]1[CH:4]=[C:5]([OH:31])[CH:6]=[C:7]([Cl:30])[C:8]=1[C:9]1[C:10]([CH3:29])=[N:11][N:12]2[C:17]([NH:18][CH2:19][CH2:20][NH:21][CH:22]3[CH2:27][CH2:26][O:25][CH2:24][CH2:23]3)=[CH:16][C:15]([CH3:28])=[N:14][C:13]=12.C(N(CC)CC)C.[C:39]([O:43][C:44](O[C:44]([O:43][C:39]([CH3:42])([CH3:41])[CH3:40])=[O:45])=[O:45])([CH3:42])([CH3:41])[CH3:40]. Product: [C:39]([O:43][C:44](=[O:45])[N:21]([CH2:20][CH2:19][NH:18][C:17]1[N:12]2[N:11]=[C:10]([CH3:29])[C:9]([C:8]3[C:7]([Cl:30])=[CH:6][C:5]([OH:31])=[CH:4][C:3]=3[Cl:2])=[C:13]2[N:14]=[C:15]([CH3:28])[CH:16]=1)[CH:22]1[CH2:27][CH2:26][O:25][CH2:24][CH2:23]1)([CH3:42])([CH3:41])[CH3:40]. The catalyst class is: 2.